Dataset: Reaction yield outcomes from USPTO patents with 853,638 reactions. Task: Predict the reaction yield, written as a fraction of the theoretical maximum amount of product (1.0 means a 100% yield; for example, 0.34 means a 34% yield). (1) The reactants are [C:1]1([CH2:7][C:8]#[N:9])[CH:6]=[CH:5][CH:4]=[CH:3][CH:2]=1.[Na].[C:11](OCC)(=[O:13])[CH3:12]. No catalyst specified. The product is [O:13]=[C:11]([CH3:12])[CH:7]([C:1]1[CH:6]=[CH:5][CH:4]=[CH:3][CH:2]=1)[C:8]#[N:9]. The yield is 0.870. (2) The reactants are [OH:1][C:2]1[CH:7]=[CH:6][C:5]([O:8][CH2:9][CH2:10][O:11][CH3:12])=[CH:4][C:3]=1[C:13](=O)[CH3:14].C(=O)([O-])[O-].[K+].[K+].Br[CH2:23][C:24]([CH:26]1[CH2:31][CH2:30][CH2:29][CH2:28][CH2:27]1)=[O:25]. The catalyst is CN(C)C=O. The product is [CH:26]1([C:24]([C:23]2[O:1][C:2]3[CH:7]=[CH:6][C:5]([O:8][CH2:9][CH2:10][O:11][CH3:12])=[CH:4][C:3]=3[C:13]=2[CH3:14])=[O:25])[CH2:31][CH2:30][CH2:29][CH2:28][CH2:27]1. The yield is 0.980. (3) The reactants are C([O:3][C:4](=[O:44])[C:5]([NH:7][C:8]1[CH:9]=[C:10]([C:24]2[CH:29]=[CH:28][C:27]([CH2:30][C:31]3[C:35]4[CH:36]=[CH:37][CH:38]=[CH:39][C:34]=4[O:33][C:32]=3[CH2:40][CH2:41][CH2:42][CH3:43])=[CH:26][CH:25]=2)[CH:11]=[CH:12][C:13]=1[O:14][CH2:15][CH2:16][CH2:17][C:18]1[CH:23]=[CH:22][CH:21]=[CH:20][CH:19]=1)=[O:6])C.[OH-].[Na+].Cl. The catalyst is C(O)C. The product is [CH2:40]([C:32]1[O:33][C:34]2[CH:39]=[CH:38][CH:37]=[CH:36][C:35]=2[C:31]=1[CH2:30][C:27]1[CH:28]=[CH:29][C:24]([C:10]2[CH:11]=[CH:12][C:13]([O:14][CH2:15][CH2:16][CH2:17][C:18]3[CH:19]=[CH:20][CH:21]=[CH:22][CH:23]=3)=[C:8]([NH:7][C:5](=[O:6])[C:4]([OH:44])=[O:3])[CH:9]=2)=[CH:25][CH:26]=1)[CH2:41][CH2:42][CH3:43]. The yield is 0.280. (4) The reactants are [F:1][C:2]1[C:7]2[O:8][C:9]([CH3:14])([CH3:13])[C:10](=S)[NH:11][C:6]=2[CH:5]=[C:4]([N+:15]([O-:17])=[O:16])[CH:3]=1.[Si]([N:22]=[N+:23]=[N-:24])(C)(C)C. The catalyst is C1COCC1.[Hg](OC(C)=O)OC(C)=O.CCOC(C)=O. The product is [CH3:13][C:9]1([CH3:14])[O:8][C:7]2[C:2]([F:1])=[CH:3][C:4]([N+:15]([O-:17])=[O:16])=[CH:5][C:6]=2[N:11]2[N:22]=[N:23][N:24]=[C:10]12. The yield is 0.570. (5) The reactants are [CH:1]([S:4](Cl)(=[O:6])=[O:5])([CH3:3])[CH3:2].CS([N:12]1[CH2:17][CH2:16][CH:15]([NH:18][C:19]([NH:21][C:22]2[CH:27]=[CH:26][C:25]([C:28]([F:31])([F:30])[F:29])=[CH:24][CH:23]=2)=[O:20])[CH2:14][CH2:13]1)(=O)=O. No catalyst specified. The product is [CH:1]([S:4]([N:12]1[CH2:17][CH2:16][CH:15]([NH:18][C:19]([NH:21][C:22]2[CH:27]=[CH:26][C:25]([C:28]([F:29])([F:30])[F:31])=[CH:24][CH:23]=2)=[O:20])[CH2:14][CH2:13]1)(=[O:6])=[O:5])([CH3:3])[CH3:2]. The yield is 0.830. (6) The reactants are [F:1][C:2]1[CH:10]=[CH:9][CH:8]=[C:7]2[C:3]=1[C:4]([CH:12]=[O:13])=[CH:5][N:6]2[CH3:11].[Mn]([O-])(=O)(=O)=[O:15].[K+]. The catalyst is CC(C)=O. The product is [F:1][C:2]1[CH:10]=[CH:9][CH:8]=[C:7]2[C:3]=1[C:4]([C:12]([OH:15])=[O:13])=[CH:5][N:6]2[CH3:11]. The yield is 0.580. (7) The reactants are [C:1]([O:8][CH2:9][CH3:10])(=[O:7])[C:2](OCC)=O.[C:11]1([S:17]([N:20]2[CH:24]=[CH:23][CH:22]=[C:21]2[C:25](=O)[CH3:26])(=[O:19])=[O:18])[CH:16]=[CH:15][CH:14]=[CH:13][CH:12]=1.[O-]CC.[Na+].Cl.[NH:33]([C:35]1[CH:36]=[CH:37][C:38]([O:41][CH3:42])=[N:39][CH:40]=1)[NH2:34].C(=O)([O-])O.[Na+]. The catalyst is C(O)C.C(OCC)(=O)C. The product is [CH2:9]([O:8][C:1]([C:2]1[CH:26]=[C:25]([C:21]2[N:20]([S:17]([C:11]3[CH:16]=[CH:15][CH:14]=[CH:13][CH:12]=3)(=[O:19])=[O:18])[CH:24]=[CH:23][CH:22]=2)[N:33]([C:35]2[CH:40]=[N:39][C:38]([O:41][CH3:42])=[CH:37][CH:36]=2)[N:34]=1)=[O:7])[CH3:10]. The yield is 0.720.